Dataset: Reaction yield outcomes from USPTO patents with 853,638 reactions. Task: Predict the reaction yield, written as a fraction of the theoretical maximum amount of product (1.0 means a 100% yield; for example, 0.34 means a 34% yield). (1) The reactants are Br[C:2]1[CH:7]=[CH:6][C:5]([C:8]#[C:9][C:10]2[CH:15]=[CH:14][CH:13]=[CH:12][CH:11]=2)=[CH:4][N:3]=1.[CH3:16][N:17]1[C@H:21]2[CH2:22][CH2:23][CH2:24][C@H:20]2[NH:19][C:18]1=[O:25].C(=O)([O-])[O-].[Cs+].[Cs+]. The catalyst is C1(C)C=CC=CC=1.C1C=CC(/C=C/C(/C=C/C2C=CC=CC=2)=O)=CC=1.C1C=CC(/C=C/C(/C=C/C2C=CC=CC=2)=O)=CC=1.C1C=CC(/C=C/C(/C=C/C2C=CC=CC=2)=O)=CC=1.[Pd].[Pd].C1(P(C2C=CC=CC=2)C2C3OC4C(=CC=CC=4P(C4C=CC=CC=4)C4C=CC=CC=4)C(C)(C)C=3C=CC=2)C=CC=CC=1. The product is [CH3:16][N:17]1[CH:21]2[CH2:22][CH2:23][CH2:24][CH:20]2[N:19]([C:2]2[CH:7]=[CH:6][C:5]([C:8]#[C:9][C:10]3[CH:15]=[CH:14][CH:13]=[CH:12][CH:11]=3)=[CH:4][N:3]=2)[C:18]1=[O:25]. The yield is 0.730. (2) The reactants are [CH3:1][O:2][C:3](=[O:32])[NH:4][CH:5]([C:9]([N:11]1[CH2:15][CH2:14][CH2:13][CH:12]1[C:16](=[O:31])[NH:17][C:18]1[CH:19]=[C:20]([C:24]2[CH:29]=[CH:28][C:27](Cl)=[CH:26][CH:25]=2)[CH:21]=[CH:22][CH:23]=1)=[O:10])[CH:6]([CH3:8])[CH3:7].[B:33]1([B:33]2[O:37][C:36]([CH3:39])([CH3:38])[C:35]([CH3:41])([CH3:40])[O:34]2)[O:37][C:36]([CH3:39])([CH3:38])[C:35]([CH3:41])([CH3:40])[O:34]1.C1(P(C2CCCCC2)C2CCCCC2)CCCCC1.C([O-])(=O)C.[K+]. The catalyst is O1CCOCC1.C1C=CC(/C=C/C(/C=C/C2C=CC=CC=2)=O)=CC=1.C1C=CC(/C=C/C(/C=C/C2C=CC=CC=2)=O)=CC=1.C1C=CC(/C=C/C(/C=C/C2C=CC=CC=2)=O)=CC=1.[Pd].[Pd]. The product is [CH3:1][O:2][C:3](=[O:32])[NH:4][CH:5]([C:9]([N:11]1[CH2:15][CH2:14][CH2:13][CH:12]1[C:16](=[O:31])[NH:17][C:18]1[CH:19]=[C:20]([C:24]2[CH:29]=[CH:28][C:27]([B:33]3[O:37][C:36]([CH3:39])([CH3:38])[C:35]([CH3:41])([CH3:40])[O:34]3)=[CH:26][CH:25]=2)[CH:21]=[CH:22][CH:23]=1)=[O:10])[CH:6]([CH3:8])[CH3:7]. The yield is 1.00. (3) The reactants are [Cl:1][C:2]1[CH:7]=[CH:6][C:5]([S:8]([N:11]([C@H:24]([CH2:28][CH2:29][C:30]([F:33])([F:32])[F:31])[C:25]([NH2:27])=[O:26])[CH2:12][C:13]2[CH:18]=[CH:17][C:16]([C:19](=[N:21][OH:22])[NH2:20])=[CH:15][C:14]=2[F:23])(=[O:10])=[O:9])=[CH:4][CH:3]=1.[C:34](#N)C.C(OCC)(OCC)OCC.FC(F)(F)C(O)=O. The catalyst is O.CO. The product is [Cl:1][C:2]1[CH:7]=[CH:6][C:5]([S:8]([N:11]([CH2:12][C:13]2[CH:18]=[CH:17][C:16]([C:19]3[N:20]=[CH:34][O:22][N:21]=3)=[CH:15][C:14]=2[F:23])[C@H:24]([CH2:28][CH2:29][C:30]([F:32])([F:33])[F:31])[C:25]([NH2:27])=[O:26])(=[O:10])=[O:9])=[CH:4][CH:3]=1. The yield is 0.900. (4) The reactants are [N:1]1([CH:7]2[CH2:12][CH2:11][CH:10]([OH:13])[CH2:9][CH2:8]2)[CH2:6][CH2:5][O:4][CH2:3][CH2:2]1.[H-].[Na+].Cl[C:17]1[C:18]2[CH:25]=[C:24]([CH2:26][CH2:27][NH:28][C:29](=[O:35])[O:30][C:31]([CH3:34])([CH3:33])[CH3:32])[S:23][C:19]=2[N:20]=[CH:21][N:22]=1. The catalyst is C1COCC1. The product is [N:1]1([CH:7]2[CH2:8][CH2:9][CH:10]([O:13][C:17]3[C:18]4[CH:25]=[C:24]([CH2:26][CH2:27][NH:28][C:29](=[O:35])[O:30][C:31]([CH3:33])([CH3:32])[CH3:34])[S:23][C:19]=4[N:20]=[CH:21][N:22]=3)[CH2:11][CH2:12]2)[CH2:2][CH2:3][O:4][CH2:5][CH2:6]1. The yield is 0.390.